Regression/Classification. Given a drug SMILES string, predict its toxicity properties. Task type varies by dataset: regression for continuous values (e.g., LD50, hERG inhibition percentage) or binary classification for toxic/non-toxic outcomes (e.g., AMES mutagenicity, cardiotoxicity, hepatotoxicity). Dataset: herg_karim. From a dataset of hERG potassium channel inhibition data for cardiac toxicity prediction from Karim et al.. The drug is COCC1[C@@H]2CC[C@H]1CN(CCN1CCN(c3cccc(Cl)c3)C1=O)C2. The result is 1 (blocker).